This data is from Reaction yield outcomes from USPTO patents with 853,638 reactions. The task is: Predict the reaction yield, written as a fraction of the theoretical maximum amount of product (1.0 means a 100% yield; for example, 0.34 means a 34% yield). (1) The product is [Br:1][C:2]1[CH:3]=[CH:4][C:5]([C:8](=[O:14])[CH2:9][CH2:10][C:11]([O:13][CH3:20])=[O:12])=[CH:6][CH:7]=1. The yield is 0.890. The reactants are [Br:1][C:2]1[CH:7]=[CH:6][C:5]([C:8](=[O:14])[CH2:9][CH2:10][C:11]([OH:13])=[O:12])=[CH:4][CH:3]=1.OS(O)(=O)=O.[CH3:20]O. No catalyst specified. (2) The reactants are [NH2:1][CH:2]1[CH2:6][CH2:5][N:4]([C:7]2[N:12]=[CH:11][C:10]([NH:13][C:14]3[C:23]4[C:18](=[CH:19][CH:20]=[C:21]([C:24]5[CH:29]=[C:28]([F:30])[C:27]([OH:31])=[C:26]([Cl:32])[CH:25]=5)[CH:22]=4)[N:17]=[CH:16][C:15]=3[C:33]([CH:35]3[CH2:37][CH2:36]3)=[O:34])=[CH:9][N:8]=2)[CH2:3]1.Cl. The catalyst is CO.C(OCC)C. The product is [ClH:32].[NH2:1][CH:2]1[CH2:6][CH2:5][N:4]([C:7]2[N:8]=[CH:9][C:10]([NH:13][C:14]3[C:23]4[C:18](=[CH:19][CH:20]=[C:21]([C:24]5[CH:29]=[C:28]([F:30])[C:27]([OH:31])=[C:26]([Cl:32])[CH:25]=5)[CH:22]=4)[N:17]=[CH:16][C:15]=3[C:33]([CH:35]3[CH2:36][CH2:37]3)=[O:34])=[CH:11][N:12]=2)[CH2:3]1. The yield is 0.920.